From a dataset of Full USPTO retrosynthesis dataset with 1.9M reactions from patents (1976-2016). Predict the reactants needed to synthesize the given product. The reactants are: [Cl:1][C:2]1[CH:3]=[C:4]([CH:12]=[CH:13][C:14]=1[Cl:15])[O:5][CH:6]1[CH2:11][CH2:10][NH:9][CH2:8][CH2:7]1.Br[CH2:17][CH2:18][CH2:19][NH:20][C:21](=[O:27])[O:22][C:23]([CH3:26])([CH3:25])[CH3:24]. Given the product [Cl:1][C:2]1[CH:3]=[C:4]([CH:12]=[CH:13][C:14]=1[Cl:15])[O:5][CH:6]1[CH2:11][CH2:10][N:9]([CH2:17][CH2:18][CH2:19][NH:20][C:21](=[O:27])[O:22][C:23]([CH3:26])([CH3:25])[CH3:24])[CH2:8][CH2:7]1, predict the reactants needed to synthesize it.